From a dataset of Merck oncology drug combination screen with 23,052 pairs across 39 cell lines. Regression. Given two drug SMILES strings and cell line genomic features, predict the synergy score measuring deviation from expected non-interaction effect. Drug 1: CN(C)C(=N)N=C(N)N. Drug 2: C=CCn1c(=O)c2cnc(Nc3ccc(N4CCN(C)CC4)cc3)nc2n1-c1cccc(C(C)(C)O)n1. Cell line: KPL1. Synergy scores: synergy=2.34.